Dataset: Reaction yield outcomes from USPTO patents with 853,638 reactions. Task: Predict the reaction yield, written as a fraction of the theoretical maximum amount of product (1.0 means a 100% yield; for example, 0.34 means a 34% yield). (1) The reactants are Cl[CH:2]([C:4]1[O:5][C:6]([C:9]2[CH:14]=[CH:13][CH:12]=[C:11]([Cl:15])[CH:10]=2)=[N:7][N:8]=1)[CH3:3].[C:16]([O:23][CH3:24])(=[O:22])[CH2:17][C:18]([O:20][CH3:21])=[O:19].C1CCN2C(=NCCC2)CC1. The catalyst is C(#N)C.ClCCl. The product is [CH3:21][O:20][C:18](=[O:19])[CH:17]([CH:2]([C:4]1[O:5][C:6]([C:9]2[CH:14]=[CH:13][CH:12]=[C:11]([Cl:15])[CH:10]=2)=[N:7][N:8]=1)[CH3:3])[C:16]([O:23][CH3:24])=[O:22]. The yield is 0.743. (2) The reactants are [C:1]([O-])([O-])=O.[K+].[K+].[F:7][C:8]1[CH:16]=[CH:15][C:11]([C:12]([OH:14])=[O:13])=[CH:10][N:9]=1.CI. The catalyst is CN(C)C=O. The product is [CH3:1][O:13][C:12](=[O:14])[C:11]1[CH:15]=[CH:16][C:8]([F:7])=[N:9][CH:10]=1. The yield is 0.840. (3) The reactants are [Cl:1][C:2]1[CH:7]=[CH:6][C:5]([C:8]2(O)[C:14]3[CH:15]=[C:16]([C:18]4[CH:23]=[CH:22][N:21]=[CH:20][CH:19]=4)[S:17][C:13]=3[CH2:12][CH2:11][CH2:10][CH:9]2[OH:24])=[CH:4][CH:3]=1.ClCCCl.C([SiH](CC)CC)C.FC(F)(F)S(O)(=O)=O.C([O-])(O)=O.[Na+]. No catalyst specified. The product is [Cl:1][C:2]1[CH:7]=[CH:6][C:5]([CH:8]2[C:14]3[CH:15]=[C:16]([C:18]4[CH:19]=[CH:20][N:21]=[CH:22][CH:23]=4)[S:17][C:13]=3[CH2:12][CH2:11][CH2:10][CH:9]2[OH:24])=[CH:4][CH:3]=1. The yield is 0.770.